This data is from Full USPTO retrosynthesis dataset with 1.9M reactions from patents (1976-2016). The task is: Predict the reactants needed to synthesize the given product. (1) Given the product [O:1]=[C:2]1[CH2:6][CH2:5][CH2:4][N:3]1[CH2:7][C:8]1[C:9]([C:22]2[CH:27]=[CH:26][CH:25]=[CH:24][CH:23]=2)=[N:10][C:11]2[C:16]([C:17]=1[C:18]([OH:20])=[O:19])=[CH:15][CH:14]=[CH:13][CH:12]=2, predict the reactants needed to synthesize it. The reactants are: [O:1]=[C:2]1[CH2:6][CH2:5][CH2:4][N:3]1[CH2:7][C:8]1[C:9]([C:22]2[CH:27]=[CH:26][CH:25]=[CH:24][CH:23]=2)=[N:10][C:11]2[C:16]([C:17]=1[C:18]([O:20]C)=[O:19])=[CH:15][CH:14]=[CH:13][CH:12]=2.O[Li].O. (2) Given the product [Br:14][C:15]1[CH:16]=[CH:17][C:1](=[O:4])[N:19]([CH3:18])[CH:20]=1, predict the reactants needed to synthesize it. The reactants are: [C:1](=[O:4])([O-])[O-].[K+].[K+].CI.CN(C)C=O.[Br:14][C:15]1[CH:16]=[CH:17][C:18](O)=[N:19][CH:20]=1. (3) Given the product [CH2:17]([O:16][C:14](=[O:15])[NH:3][CH2:1][CH3:2])[C:18]1[CH:23]=[CH:22][CH:21]=[CH:20][CH:19]=1, predict the reactants needed to synthesize it. The reactants are: [CH2:1]([NH2:3])[CH3:2].C(N(C(C)C)CC)(C)C.Cl[C:14]([O:16][CH2:17][C:18]1[CH:23]=[CH:22][CH:21]=[CH:20][CH:19]=1)=[O:15]. (4) Given the product [CH2:1]([O:8][C:9]1[N:14]=[N:13][C:12]([CH2:15][CH2:16][C:17]2[N:22]=[CH:21][C:20]([CH2:23][CH2:24][O:25][S:27]([CH3:26])(=[O:29])=[O:28])=[CH:19][CH:18]=2)=[CH:11][CH:10]=1)[C:2]1[CH:7]=[CH:6][CH:5]=[CH:4][CH:3]=1, predict the reactants needed to synthesize it. The reactants are: [CH2:1]([O:8][C:9]1[N:14]=[N:13][C:12]([CH2:15][CH2:16][C:17]2[N:22]=[CH:21][C:20]([CH2:23][CH2:24][OH:25])=[CH:19][CH:18]=2)=[CH:11][CH:10]=1)[C:2]1[CH:7]=[CH:6][CH:5]=[CH:4][CH:3]=1.[CH3:26][S:27](Cl)(=[O:29])=[O:28]. (5) Given the product [CH3:8][C:5]1[CH:6]=[CH:7][C:2]([C:12]2[CH:17]=[CH:16][CH:15]=[CH:14][CH:13]=2)=[C:3]([N+:9]([O-:11])=[O:10])[CH:4]=1, predict the reactants needed to synthesize it. The reactants are: Br[C:2]1[CH:7]=[CH:6][C:5]([CH3:8])=[CH:4][C:3]=1[N+:9]([O-:11])=[O:10].[C:12]1(B(O)O)[CH:17]=[CH:16][CH:15]=[CH:14][CH:13]=1.CCCCCCCCCCC. (6) Given the product [Cl:26][CH2:25][CH2:24][CH2:23][S:13][C:3]1[N:2]([CH3:1])[C:6]([C:7]2[O:11][CH:10]=[N:9][C:8]=2[CH3:12])=[N:5][N:4]=1, predict the reactants needed to synthesize it. The reactants are: [CH3:1][N:2]1[C:6]([C:7]2[O:11][CH:10]=[N:9][C:8]=2[CH3:12])=[N:5][NH:4][C:3]1=[S:13].CO.C([O-])([O-])=O.[K+].[K+].Br[CH2:23][CH2:24][CH2:25][Cl:26]. (7) Given the product [CH2:25]([O:24][C:22]([NH:1][CH:2]([C:7]1[CH:12]=[CH:11][CH:10]=[C:9]([O:13][CH2:14][C:15]2[CH:20]=[CH:19][CH:18]=[CH:17][CH:16]=2)[CH:8]=1)[C:3]([O:5][CH3:6])=[O:4])=[O:23])[C:26]1[CH:31]=[CH:30][CH:29]=[CH:28][CH:27]=1, predict the reactants needed to synthesize it. The reactants are: [NH2:1][CH:2]([C:7]1[CH:12]=[CH:11][CH:10]=[C:9]([O:13][CH2:14][C:15]2[CH:20]=[CH:19][CH:18]=[CH:17][CH:16]=2)[CH:8]=1)[C:3]([O:5][CH3:6])=[O:4].Cl[C:22]([O:24][CH2:25][C:26]1[CH:31]=[CH:30][CH:29]=[CH:28][CH:27]=1)=[O:23].[OH-].[Na+]. (8) The reactants are: C[O:2][C:3](=[O:44])[C@@H:4]([NH:14][C:15]([C:17]1[N:18]=[C:19]([CH2:38][CH:39]2[CH2:43][CH2:42][CH2:41][CH2:40]2)[C:20]2[C:25]([CH:26]=1)=[CH:24][CH:23]=[C:22]([O:27][C:28]1[CH:33]=[CH:32][C:31]([C:34]([CH3:37])([CH3:36])[CH3:35])=[CH:30][CH:29]=1)[CH:21]=2)=[O:16])[CH2:5][C:6]1[S:7][C:8]([C:11]([CH3:13])=[CH2:12])=[CH:9][CH:10]=1. Given the product [C:34]([C:31]1[CH:30]=[CH:29][C:28]([O:27][C:22]2[CH:21]=[C:20]3[C:25]([CH:26]=[C:17]([C:15]([NH:14][C@@H:4]([CH2:5][C:6]4[S:7][C:8]([CH:11]([CH3:12])[CH3:13])=[CH:9][CH:10]=4)[C:3]([OH:44])=[O:2])=[O:16])[N:18]=[C:19]3[CH2:38][CH:39]3[CH2:40][CH2:41][CH2:42][CH2:43]3)=[CH:24][CH:23]=2)=[CH:33][CH:32]=1)([CH3:36])([CH3:35])[CH3:37], predict the reactants needed to synthesize it. (9) Given the product [Br:1][C:2]1[CH:3]=[CH:4][CH:5]=[C:6]2[C:11]=1[N:10]=[C:9]([NH:12][C:13]([CH3:14])([CH3:16])[CH3:15])[C:8]([CH:17]=[O:19])=[N:7]2, predict the reactants needed to synthesize it. The reactants are: [Br:1][C:2]1[CH:3]=[CH:4][CH:5]=[C:6]2[C:11]=1[N:10]=[C:9]([NH:12][C:13]([CH3:16])([CH3:15])[CH3:14])[C:8]([CH3:17])=[N:7]2.[Se](=O)=[O:19].O.